From a dataset of Reaction yield outcomes from USPTO patents with 853,638 reactions. Predict the reaction yield, written as a fraction of the theoretical maximum amount of product (1.0 means a 100% yield; for example, 0.34 means a 34% yield). (1) The reactants are [CH3:1][N:2]([S:15]([C:18]1[CH:19]=[N:20][CH:21]=[CH:22][CH:23]=1)(=[O:17])=[O:16])[C:3]1[CH:4]=[CH:5][CH:6]=[C:7]2[C:11]=1[NH:10][C:9]([C:12](=[S:14])[NH2:13])=[CH:8]2.[C:24]([O:29][CH2:30][CH3:31])(=[O:28])[C:25]#[C:26][CH3:27].C(P(CCCC)CCCC)CCC.ClCCl. The catalyst is O1CCCC1. The product is [CH3:1][N:2]([S:15]([C:18]1[CH:19]=[N:20][CH:21]=[CH:22][CH:23]=1)(=[O:17])=[O:16])[C:3]1[CH:4]=[CH:5][CH:6]=[C:7]2[C:11]=1[NH:10][C:9]([C:12]1[S:14][CH:26]([CH2:25][C:24]([O:29][CH2:30][CH3:31])=[O:28])[CH2:27][N:13]=1)=[CH:8]2. The yield is 0.300. (2) The reactants are [Br:1][C:2]1[CH:11]=[C:10]2[C:5]([CH2:6][CH2:7][CH2:8][C:9]2=O)=[CH:4][CH:3]=1.O1CCC[CH2:14]1. The catalyst is [CH3-].C[Al+]C.[CH-]1C=CC=C1.[CH-]1C=CC=C1.[Cl-].[Ti+3]. The product is [Br:1][C:2]1[CH:11]=[C:10]2[C:5]([CH2:6][CH2:7][CH2:8][C:9]2=[CH2:14])=[CH:4][CH:3]=1. The yield is 0.540. (3) The reactants are C([O:4][CH2:5][C:6]1[C:7]([N:37]2[CH2:49][CH2:48][N:40]3[C:41]4[CH2:42][CH2:43][CH2:44][CH2:45][C:46]=4[CH:47]=[C:39]3[C:38]2=[O:50])=[N:8][CH:9]=[CH:10][C:11]=1[C:12]1[CH:17]=[C:16]([NH:18][C:19]2[CH:24]=[CH:23][C:22]([C:25]3[CH2:26][CH2:27][N:28]([CH:31]4[CH2:34][O:33][CH2:32]4)[CH2:29][CH:30]=3)=[CH:21][N:20]=2)[C:15](=[O:35])[N:14]([CH3:36])[CH:13]=1)(=O)C.[OH-].[Li+].O. The catalyst is C1COCC1.C(O)(C)C. The product is [OH:4][CH2:5][C:6]1[C:7]([N:37]2[CH2:49][CH2:48][N:40]3[C:41]4[CH2:42][CH2:43][CH2:44][CH2:45][C:46]=4[CH:47]=[C:39]3[C:38]2=[O:50])=[N:8][CH:9]=[CH:10][C:11]=1[C:12]1[CH:17]=[C:16]([NH:18][C:19]2[CH:24]=[CH:23][C:22]([C:25]3[CH2:26][CH2:27][N:28]([CH:31]4[CH2:32][O:33][CH2:34]4)[CH2:29][CH:30]=3)=[CH:21][N:20]=2)[C:15](=[O:35])[N:14]([CH3:36])[CH:13]=1. The yield is 0.200. (4) The reactants are Br[C:2]1[NH:3][C:4](=[O:11])[C:5]2[NH:6][CH:7]=[N:8][C:9]=2[N:10]=1.[C:12]1([SH:18])[CH:17]=[CH:16][CH:15]=[CH:14][CH:13]=1.C(N(C(C)C)CC)(C)C. The catalyst is CO. The product is [C:12]1([S:18][C:2]2[NH:3][C:4](=[O:11])[C:5]3[NH:6][CH:7]=[N:8][C:9]=3[N:10]=2)[CH:17]=[CH:16][CH:15]=[CH:14][CH:13]=1. The yield is 0.890. (5) The reactants are [CH3:1][C:2]1[C:3]([C:13]([F:16])([F:15])[F:14])=[CH:4][C:5]([N+:10]([O-])=O)=[C:6]([CH:9]=1)[C:7]#[N:8].C(O)C. The catalyst is CO.Cl.[Fe]. The product is [NH2:10][C:5]1[CH:4]=[C:3]([C:13]([F:14])([F:15])[F:16])[C:2]([CH3:1])=[CH:9][C:6]=1[C:7]#[N:8]. The yield is 0.780. (6) The reactants are [O:1]1[C:5]2[CH:6]=[CH:7][C:8]([C:10]([OH:12])=O)=[CH:9][C:4]=2[O:3][CH2:2]1.[NH2:13][CH:14]([CH2:17][CH2:18][CH3:19])[CH2:15][OH:16]. No catalyst specified. The product is [OH:16][CH2:15][CH:14]([NH:13][C:10]([C:8]1[CH:7]=[CH:6][C:5]2[O:1][CH2:2][O:3][C:4]=2[CH:9]=1)=[O:12])[CH2:17][CH2:18][CH3:19]. The yield is 0.760.